This data is from Catalyst prediction with 721,799 reactions and 888 catalyst types from USPTO. The task is: Predict which catalyst facilitates the given reaction. (1) The catalyst class is: 3. Reactant: [CH3:1][C:2]1[C:6]([C:7]2[CH:19]=[N:18][C:17]3[C:16]4[CH:15]=[CH:14][C:13]([CH:20]=[O:21])=[CH:12][C:11]=4[NH:10][C:9]=3[CH:8]=2)=[C:5]([CH3:22])[O:4][N:3]=1.C(=O)([O-])[O-].[Cs+].[Cs+].[CH2:29](Br)[C:30]1[CH:35]=[CH:34][CH:33]=[CH:32][CH:31]=1. Product: [CH2:29]([N:10]1[C:11]2[CH:12]=[C:13]([CH:20]=[O:21])[CH:14]=[CH:15][C:16]=2[C:17]2[N:18]=[CH:19][C:7]([C:6]3[C:2]([CH3:1])=[N:3][O:4][C:5]=3[CH3:22])=[CH:8][C:9]1=2)[C:30]1[CH:35]=[CH:34][CH:33]=[CH:32][CH:31]=1. (2) Reactant: [CH2:1](P(=O)(OCC)OCC)[C:2]1[CH:7]=[CH:6][CH:5]=[CH:4][CH:3]=1.C([Li])CCC.[CH:21]([C@H:23]1[N:28]([C:29]([C:31]2[CH:35]=[C:34]([CH3:36])[N:33]([C:37]3[CH:42]=[CH:41][CH:40]=[CH:39][CH:38]=3)[C:32]=2[C:43]2[CH:48]=[CH:47][CH:46]=[CH:45][CH:44]=2)=[O:30])[CH2:27][CH2:26][N:25]([C:49]([O:51][C:52]([CH3:55])([CH3:54])[CH3:53])=[O:50])[CH2:24]1)=O.[Cl-].[NH4+]. Product: [CH3:36][C:34]1[N:33]([C:37]2[CH:42]=[CH:41][CH:40]=[CH:39][CH:38]=2)[C:32]([C:43]2[CH:44]=[CH:45][CH:46]=[CH:47][CH:48]=2)=[C:31]([C:29]([N:28]2[CH2:27][CH2:26][N:25]([C:49]([O:51][C:52]([CH3:55])([CH3:54])[CH3:53])=[O:50])[CH2:24][C@H:23]2/[CH:21]=[CH:1]/[C:2]2[CH:3]=[CH:4][CH:5]=[CH:6][CH:7]=2)=[O:30])[CH:35]=1. The catalyst class is: 1. (3) Reactant: [Cl:1][C:2]1[CH:3]=[CH:4][C:5]([O:12][CH:13]=[CH2:14])=[C:6]([CH:11]=1)[C:7]([O:9][CH3:10])=[O:8].[CH2:15]([Zn]CC)C.FC(F)(F)C(O)=O.C(I)I. Product: [Cl:1][C:2]1[CH:3]=[CH:4][C:5]([O:12][CH:13]2[CH2:15][CH2:14]2)=[C:6]([CH:11]=1)[C:7]([O:9][CH3:10])=[O:8]. The catalyst class is: 4. (4) Reactant: [F:1][C:2]1[CH:3]=[C:4]2[C:8](=[CH:9][CH:10]=1)[NH:7][C:6](=[O:11])/[C:5]/2=[CH:12]\[C:13]1[NH:17][C:16]([CH3:18])=[C:15]([C:19]([OH:21])=O)[C:14]=1[CH3:22].Cl.C(N=C=NCCCN(C)C)C.OC1C2N=NNC=2C=CC=1.C(N(CC)CC)C.[NH2:52][C:53]1[CH:58]=[C:57]([F:59])[CH:56]=[CH:55][C:54]=1[NH:60][C:61](=[O:73])[C:62]1[CH:67]=[CH:66][C:65]([NH:68][CH2:69][CH2:70][CH2:71][NH2:72])=[N:64][CH:63]=1. Product: [NH2:52][C:53]1[CH:58]=[C:57]([F:59])[CH:56]=[CH:55][C:54]=1[NH:60][C:61](=[O:73])[C:62]1[CH:67]=[CH:66][C:65]([NH:68][CH2:69][CH2:70][CH2:71][NH:72][C:19]([C:15]2[C:14]([CH3:22])=[C:13](/[CH:12]=[C:5]3\[C:6](=[O:11])[NH:7][C:8]4[C:4]\3=[CH:3][C:2]([F:1])=[CH:10][CH:9]=4)[NH:17][C:16]=2[CH3:18])=[O:21])=[N:64][CH:63]=1. The catalyst class is: 650. (5) Reactant: Cl[CH2:2][CH2:3][O:4][C:5]1[CH:10]=[CH:9][C:8]([C:11]([C:24]2[CH:29]=[CH:28][C:27]([OH:30])=[CH:26][CH:25]=2)=[C:12]([C:15]2[CH:16]=[CH:17][C:18]3[O:22][CH2:21][CH2:20][C:19]=3[CH:23]=2)[CH2:13][CH3:14])=[CH:7][CH:6]=1.[CH3:31][NH2:32]. Product: [O:22]1[C:18]2[CH:17]=[CH:16][C:15]([C:12]([CH2:13][CH3:14])=[C:11]([C:24]3[CH:25]=[CH:26][C:27]([OH:30])=[CH:28][CH:29]=3)[C:8]3[CH:9]=[CH:10][C:5]([O:4][CH2:3][CH2:2][NH:32][CH3:31])=[CH:6][CH:7]=3)=[CH:23][C:19]=2[CH2:20][CH2:21]1. The catalyst class is: 5. (6) Reactant: [O:1]=[C:2]1[CH:6]=[C:5]([C@H:7]2[CH2:12][CH2:11][N:10]([C:13]([O:15][CH3:16])=[O:14])[C@@H:9]([CH2:17][C:18]3[CH:23]=[CH:22][CH:21]=[CH:20][C:19]=3[C:24]([F:27])([F:26])[F:25])[CH2:8]2)[O:4][NH:3]1.CCCCCCC.CCO. Product: [O:1]=[C:2]1[CH:6]=[C:5]([C@H:7]2[CH2:12][CH2:11][N:10]([C:13]([O:15][CH3:16])=[O:14])[C@@H:9]([CH2:17][C:18]3[CH:23]=[CH:22][CH:21]=[CH:20][C:19]=3[C:24]([F:27])([F:25])[F:26])[CH2:8]2)[O:4][NH:3]1.[O:1]=[C:2]1[CH:6]=[C:5]([C@@H:7]2[CH2:12][CH2:11][N:10]([C:13]([O:15][CH3:16])=[O:14])[C@H:9]([CH2:17][C:18]3[CH:23]=[CH:22][CH:21]=[CH:20][C:19]=3[C:24]([F:27])([F:25])[F:26])[CH2:8]2)[O:4][NH:3]1. The catalyst class is: 10.